Predict the product of the given reaction. From a dataset of Forward reaction prediction with 1.9M reactions from USPTO patents (1976-2016). (1) Given the reactants Br[C:2]1[CH:7]=[CH:6][C:5]([C:8]2[CH:12]=[C:11]([CH2:13][N:14]3[CH:19]=[C:18]4[N:20]=[C:21]([C:23]5[CH:28]=[CH:27][CH:26]=[C:25]([F:29])[C:24]=5[F:30])[N:22]=[C:17]4[CH:16]=[N:15]3)[O:10][N:9]=2)=[CH:4][CH:3]=1.[CH2:31]([O:34][C:35]1[CH:40]=[CH:39][C:38](B(O)O)=[CH:37][CH:36]=1)[CH2:32][CH3:33].C(=O)([O-])[O-].[Na+].[Na+], predict the reaction product. The product is: [F:30][C:24]1[C:25]([F:29])=[CH:26][CH:27]=[CH:28][C:23]=1[C:21]1[N:22]=[C:17]2[CH:16]=[N:15][N:14]([CH2:13][C:11]3[O:10][N:9]=[C:8]([C:5]4[CH:6]=[CH:7][C:2]([C:38]5[CH:39]=[CH:40][C:35]([O:34][CH2:31][CH2:32][CH3:33])=[CH:36][CH:37]=5)=[CH:3][CH:4]=4)[CH:12]=3)[CH:19]=[C:18]2[N:20]=1. (2) The product is: [Cl:1][C:2]1[N:7]=[CH:6][C:5]2[C:8]([CH2:31][O:32][CH3:33])=[N:9][N:10]([C:11]([C:24]3[CH:29]=[CH:28][CH:27]=[CH:26][CH:25]=3)([C:18]3[CH:23]=[CH:22][CH:21]=[CH:20][CH:19]=3)[C:12]3[CH:17]=[CH:16][CH:15]=[CH:14][CH:13]=3)[C:4]=2[CH:3]=1. Given the reactants [Cl:1][C:2]1[N:7]=[CH:6][C:5]2[C:8](I)=[N:9][N:10]([C:11]([C:24]3[CH:29]=[CH:28][CH:27]=[CH:26][CH:25]=3)([C:18]3[CH:23]=[CH:22][CH:21]=[CH:20][CH:19]=3)[C:12]3[CH:17]=[CH:16][CH:15]=[CH:14][CH:13]=3)[C:4]=2[CH:3]=1.[CH3:31][O:32][CH2:33][B-](F)(F)F.[K+].C(=O)([O-])[O-].[Cs+].[Cs+].CCOC(C)=O, predict the reaction product. (3) The product is: [CH2:31]([N:6]1[C:5]([C:12]([C:14]2[CH:15]=[C:16]([CH:19]=[C:20]([CH3:22])[CH:21]=2)[C:17]#[N:18])=[O:13])=[C:4]([CH:1]([CH3:3])[CH3:2])[C:9](=[O:10])[NH:8][C:7]1=[O:11])[CH:30]([CH3:33])[CH3:32]. Given the reactants [CH:1]([C:4]1[C:9](=[O:10])[NH:8][C:7](=[O:11])[NH:6][C:5]=1[C:12]([C:14]1[CH:15]=[C:16]([CH:19]=[C:20]([CH3:22])[CH:21]=1)[C:17]#[N:18])=[O:13])([CH3:3])[CH3:2].C(=O)([O-])[O-].[K+].[K+].I[C:30]([CH3:33])([CH3:32])[CH3:31], predict the reaction product. (4) Given the reactants [Cl:1][C:2]1[CH:7]=[CH:6][CH:5]=[CH:4][C:3]=1[C:8]1[CH:9]=[C:10]([F:30])[CH:11]=[C:12]2[C:17]=1[O:16][CH:15]([CH2:18]OS(C1C=CC(C)=CC=1)(=O)=O)[CH2:14][CH2:13]2.[N-:31]=[N+:32]=[N-:33].[Na+], predict the reaction product. The product is: [N:31]([CH2:18][CH:15]1[CH2:14][CH2:13][C:12]2[C:17](=[C:8]([C:3]3[CH:4]=[CH:5][CH:6]=[CH:7][C:2]=3[Cl:1])[CH:9]=[C:10]([F:30])[CH:11]=2)[O:16]1)=[N+:32]=[N-:33].